From a dataset of Full USPTO retrosynthesis dataset with 1.9M reactions from patents (1976-2016). Predict the reactants needed to synthesize the given product. (1) The reactants are: [Br:1][C:2]1[CH:7]=[CH:6][C:5]([NH:8][C:9]2[C:10]([C:18]([OH:20])=O)=[N:11][N:12]([CH3:17])[C:13](=[O:16])[C:14]=2[CH3:15])=[C:4]([F:21])[CH:3]=1.C1C=CC2N(O)N=NC=2C=1.CCN=C=NCCCN(C)C.[CH:43]([O:45][CH2:46][CH2:47][O:48][NH2:49])=[CH2:44]. Given the product [Br:1][C:2]1[CH:7]=[CH:6][C:5]([NH:8][C:9]2[C:10]([C:18]([NH:49][O:48][CH2:47][CH2:46][O:45][CH:43]=[CH2:44])=[O:20])=[N:11][N:12]([CH3:17])[C:13](=[O:16])[C:14]=2[CH3:15])=[C:4]([F:21])[CH:3]=1, predict the reactants needed to synthesize it. (2) Given the product [N+:8]([C:3]1[CH:4]=[N:5][CH:6]=[CH:7][C:2]=1[N:14]1[CH2:15][CH2:16][CH2:17][CH:12]([OH:11])[CH2:13]1)([O-:10])=[O:9], predict the reactants needed to synthesize it. The reactants are: Cl[C:2]1[CH:7]=[CH:6][N:5]=[CH:4][C:3]=1[N+:8]([O-:10])=[O:9].[OH:11][CH:12]1[CH2:17][CH2:16][CH2:15][NH:14][CH2:13]1.C(N(CC)CC)C. (3) The reactants are: [Cl:1][C:2]1[CH:7]=[C:6]([C:8]([CH3:12])([CH3:11])[CH2:9][CH3:10])[CH:5]=[CH:4][C:3]=1[OH:13].[CH2:14]([CH:16]1[O:18][CH2:17]1)Cl. Given the product [Cl:1][C:2]1[CH:7]=[C:6]([C:8]([CH3:12])([CH3:11])[CH2:9][CH3:10])[CH:5]=[CH:4][C:3]=1[O:13][CH2:14][CH:16]1[CH2:17][O:18]1, predict the reactants needed to synthesize it. (4) Given the product [C:23]1([N:22]([C:16]2[CH:21]=[CH:20][CH:19]=[CH:18][CH:17]=2)[C:2]2[CH:14]=[CH:13][C:12]3[C:11]4[C:6](=[CH:7][C:8]([N:22]([C:23]5[C:32]6[C:27](=[CH:28][CH:29]=[CH:30][CH:31]=6)[CH:26]=[CH:25][CH:24]=5)[C:16]5[CH:21]=[CH:20][CH:19]=[CH:18][CH:17]=5)=[CH:9][CH:10]=4)[CH2:5][C:4]=3[CH:3]=2)[C:32]2[C:27](=[CH:28][CH:29]=[CH:30][CH:31]=2)[CH:26]=[CH:25][CH:24]=1, predict the reactants needed to synthesize it. The reactants are: Br[C:2]1[CH:14]=[CH:13][C:12]2[C:11]3[C:6](=[CH:7][C:8](Br)=[CH:9][CH:10]=3)[CH2:5][C:4]=2[CH:3]=1.[C:16]1([NH:22][C:23]2[C:32]3[C:27](=[CH:28][CH:29]=[CH:30][CH:31]=3)[CH:26]=[CH:25][CH:24]=2)[CH:21]=[CH:20][CH:19]=[CH:18][CH:17]=1. (5) Given the product [CH2:1]([O:8][C:9]1[CH:15]=[C:14]([N+:16]([O-:18])=[O:17])[C:13]([Cl:19])=[CH:12][C:10]=1[NH:11][C:27](=[O:34])[C:28]1[CH:33]=[CH:32][CH:31]=[CH:30][CH:29]=1)[C:2]1[CH:3]=[CH:4][CH:5]=[CH:6][CH:7]=1, predict the reactants needed to synthesize it. The reactants are: [CH2:1]([O:8][C:9]1[CH:15]=[C:14]([N+:16]([O-:18])=[O:17])[C:13]([Cl:19])=[CH:12][C:10]=1[NH2:11])[C:2]1[CH:7]=[CH:6][CH:5]=[CH:4][CH:3]=1.C(N(CC)CC)C.[C:27](Cl)(=[O:34])[C:28]1[CH:33]=[CH:32][CH:31]=[CH:30][CH:29]=1. (6) Given the product [CH2:18]([O:17][CH2:16][CH2:15][O:14][C:11]1[CH:12]=[CH:13][C:8]([C:30]2[CH:31]=[CH:32][C:33]3[N:40]([CH2:41][CH:42]([CH3:43])[CH3:44])[CH2:39][CH2:38][CH2:37][C:36]([C:45]([OH:47])=[O:46])=[CH:35][C:34]=3[CH:48]=2)=[CH:9][CH:10]=1)[CH2:19][CH2:20][CH3:21], predict the reactants needed to synthesize it. The reactants are: [Mg].C[Si](Cl)(C)C.Br[C:8]1[CH:13]=[CH:12][C:11]([O:14][CH2:15][CH2:16][O:17][CH2:18][CH2:19][CH2:20][CH3:21])=[CH:10][CH:9]=1.B(OC)(OC)OC.Br[C:30]1[CH:31]=[CH:32][C:33]2[N:40]([CH2:41][CH:42]([CH3:44])[CH3:43])[CH2:39][CH2:38][CH2:37][C:36]([C:45]([OH:47])=[O:46])=[CH:35][C:34]=2[CH:48]=1.P([O-])([O-])([O-])=O.[K+].[K+].[K+]. (7) Given the product [C:1]([O:5][C:6](=[O:7])[N:8]([C:9]1[S:10][C@:11]2([CH2:25][OH:26])[C@H:13]([C@:14]([C:17]3[CH:22]=[CH:21][CH:20]=[C:19]([F:23])[C:18]=3[F:24])([CH3:16])[N:15]=1)[CH2:12]2)[CH2:29][O:30][CH2:31][CH2:32][Si:33]([CH3:36])([CH3:35])[CH3:34])([CH3:3])([CH3:2])[CH3:4], predict the reactants needed to synthesize it. The reactants are: [C:1]([O:5][C:6]([N:8]([CH2:29][O:30][CH2:31][CH2:32][Si:33]([CH3:36])([CH3:35])[CH3:34])[C:9]1[S:10][C@:11]2([C:25](OC)=[O:26])[C@H:13]([C@:14]([C:17]3[CH:22]=[CH:21][CH:20]=[C:19]([F:23])[C:18]=3[F:24])([CH3:16])[N:15]=1)[CH2:12]2)=[O:7])([CH3:4])([CH3:3])[CH3:2].[BH4-].[Li+].CO. (8) The reactants are: [CH2:1]([O:3][C:4]([C:6]1[CH:11]=[N:10][N:9]2[C:12]([C:30]([N:32]3[CH2:37][CH2:36][N:35]([C:38]([O:40][C:41]([CH3:44])([CH3:43])[CH3:42])=[O:39])[CH2:34][CH2:33]3)=[O:31])=[C:13]([CH2:21][C:22]3[CH:27]=[CH:26][CH:25]=[C:24]([F:28])[C:23]=3[CH3:29])[C:14]([C:15]3[CH:20]=[CH:19][CH:18]=[CH:17][CH:16]=3)=[C:8]2[C:7]=1Cl)=[O:5])[CH3:2].C(N(CC)CC)C. Given the product [CH2:1]([O:3][C:4]([C:6]1[CH:11]=[N:10][N:9]2[C:12]([C:30]([N:32]3[CH2:33][CH2:34][N:35]([C:38]([O:40][C:41]([CH3:42])([CH3:44])[CH3:43])=[O:39])[CH2:36][CH2:37]3)=[O:31])=[C:13]([CH2:21][C:22]3[CH:27]=[CH:26][CH:25]=[C:24]([F:28])[C:23]=3[CH3:29])[C:14]([C:15]3[CH:16]=[CH:17][CH:18]=[CH:19][CH:20]=3)=[C:8]2[CH:7]=1)=[O:5])[CH3:2], predict the reactants needed to synthesize it. (9) Given the product [CH2:19]([N:26]1[C:30]2=[N:31][CH:32]=[N:33][C:34]([O:35][C@@H:36]([CH2:47][O:48][CH2:49][CH2:50][OH:51])[C:37]([NH:39][C:40]3[CH:45]=[CH:44][C:43]([CH3:46])=[CH:42][N:41]=3)=[O:38])=[C:29]2[CH:28]=[N:27]1)[C:20]1[CH:25]=[CH:24][CH:23]=[CH:22][CH:21]=1, predict the reactants needed to synthesize it. The reactants are: [F-].C([N+](CCCC)(CCCC)CCCC)CCC.[CH2:19]([N:26]1[C:30]2=[N:31][CH:32]=[N:33][C:34]([O:35][C@@H:36]([CH2:47][O:48][CH2:49][CH2:50][O:51][Si](C(C)(C)C)(C3C=CC=CC=3)C3C=CC=CC=3)[C:37]([NH:39][C:40]3[CH:45]=[CH:44][C:43]([CH3:46])=[CH:42][N:41]=3)=[O:38])=[C:29]2[CH:28]=[N:27]1)[C:20]1[CH:25]=[CH:24][CH:23]=[CH:22][CH:21]=1.